From a dataset of NCI-60 drug combinations with 297,098 pairs across 59 cell lines. Regression. Given two drug SMILES strings and cell line genomic features, predict the synergy score measuring deviation from expected non-interaction effect. (1) Drug 1: CN(C)N=NC1=C(NC=N1)C(=O)N. Drug 2: CN1C(=O)N2C=NC(=C2N=N1)C(=O)N. Cell line: HCT116. Synergy scores: CSS=5.78, Synergy_ZIP=-0.842, Synergy_Bliss=2.26, Synergy_Loewe=-0.904, Synergy_HSA=1.03. (2) Drug 1: CC1=C(C=C(C=C1)C(=O)NC2=CC(=CC(=C2)C(F)(F)F)N3C=C(N=C3)C)NC4=NC=CC(=N4)C5=CN=CC=C5. Drug 2: CC1C(C(CC(O1)OC2CC(CC3=C2C(=C4C(=C3O)C(=O)C5=C(C4=O)C(=CC=C5)OC)O)(C(=O)CO)O)N)O.Cl. Cell line: SN12C. Synergy scores: CSS=29.5, Synergy_ZIP=3.07, Synergy_Bliss=1.88, Synergy_Loewe=-22.3, Synergy_HSA=-2.64. (3) Drug 1: CC1=CC2C(CCC3(C2CCC3(C(=O)C)OC(=O)C)C)C4(C1=CC(=O)CC4)C. Drug 2: C1=C(C(=O)NC(=O)N1)F. Cell line: NCI-H460. Synergy scores: CSS=49.0, Synergy_ZIP=-2.86, Synergy_Bliss=-7.68, Synergy_Loewe=-22.2, Synergy_HSA=-7.67. (4) Drug 1: C1CNP(=O)(OC1)N(CCCl)CCCl. Drug 2: CC(C)CN1C=NC2=C1C3=CC=CC=C3N=C2N. Cell line: SNB-19. Synergy scores: CSS=-0.0145, Synergy_ZIP=-0.137, Synergy_Bliss=-1.44, Synergy_Loewe=-1.36, Synergy_HSA=-2.23. (5) Drug 1: C1=NC(=NC(=O)N1C2C(C(C(O2)CO)O)O)N. Drug 2: B(C(CC(C)C)NC(=O)C(CC1=CC=CC=C1)NC(=O)C2=NC=CN=C2)(O)O. Cell line: EKVX. Synergy scores: CSS=39.1, Synergy_ZIP=-1.03, Synergy_Bliss=-3.01, Synergy_Loewe=-22.5, Synergy_HSA=-5.15. (6) Drug 1: C1=CC=C(C=C1)NC(=O)CCCCCCC(=O)NO. Drug 2: CC12CCC3C(C1CCC2O)C(CC4=C3C=CC(=C4)O)CCCCCCCCCS(=O)CCCC(C(F)(F)F)(F)F. Cell line: MDA-MB-435. Synergy scores: CSS=-1.40, Synergy_ZIP=0.0400, Synergy_Bliss=-0.763, Synergy_Loewe=-4.69, Synergy_HSA=-3.02.